Task: Regression. Given two drug SMILES strings and cell line genomic features, predict the synergy score measuring deviation from expected non-interaction effect.. Dataset: Merck oncology drug combination screen with 23,052 pairs across 39 cell lines (1) Drug 1: Cn1nnc2c(C(N)=O)ncn2c1=O. Drug 2: C#Cc1cccc(Nc2ncnc3cc(OCCOC)c(OCCOC)cc23)c1. Cell line: NCIH460. Synergy scores: synergy=13.9. (2) Drug 1: CCC1(O)CC2CN(CCc3c([nH]c4ccccc34)C(C(=O)OC)(c3cc4c(cc3OC)N(C)C3C(O)(C(=O)OC)C(OC(C)=O)C5(CC)C=CCN6CCC43C65)C2)C1. Drug 2: Cc1nc(Nc2ncc(C(=O)Nc3c(C)cccc3Cl)s2)cc(N2CCN(CCO)CC2)n1. Cell line: KPL1. Synergy scores: synergy=5.31.